This data is from Catalyst prediction with 721,799 reactions and 888 catalyst types from USPTO. The task is: Predict which catalyst facilitates the given reaction. (1) Reactant: [CH2:1]([N:8]1[C:12]([CH:13]=[CH:14][C:15]([C:17]2[CH:22]=[CH:21][C:20]([CH2:23][CH:24]([CH3:26])[CH3:25])=[CH:19][CH:18]=2)=[O:16])=[CH:11][N:10]=[CH:9]1)[C:2]1[CH:7]=[CH:6][CH:5]=[CH:4][CH:3]=1. Product: [CH2:1]([N:8]1[C:12]([CH:13]2[C:22]3[C:17](=[CH:18][CH:19]=[C:20]([CH2:23][CH:24]([CH3:26])[CH3:25])[CH:21]=3)[C:15](=[O:16])[CH2:14]2)=[CH:11][N:10]=[CH:9]1)[C:2]1[CH:3]=[CH:4][CH:5]=[CH:6][CH:7]=1. The catalyst class is: 501. (2) Reactant: C1(CC(Cl)=O)C=CC=CC=1.[CH3:11][O:12][C:13]1[CH:14]=[C:15]2[C:20](=[CH:21][C:22]=1[O:23][CH3:24])[N:19]=[CH:18][CH:17]=[C:16]2[O:25][C:26]1[CH:32]=[CH:31][C:29]([NH2:30])=[C:28]([CH3:33])[C:27]=1[CH3:34].[C:35]1([CH2:41][C:42]([N:44]=[C:45]=[S:46])=[O:43])[CH:40]=[CH:39][CH:38]=[CH:37][CH:36]=1. Product: [C:35]1([CH2:41][C:42]([N:44]=[C:45]=[S:46])=[O:43])[CH:40]=[CH:39][CH:38]=[CH:37][CH:36]=1.[CH3:11][O:12][C:13]1[CH:14]=[C:15]2[C:20](=[CH:21][C:22]=1[O:23][CH3:24])[N:19]=[CH:18][CH:17]=[C:16]2[O:25][C:26]1[CH:32]=[CH:31][C:29]([NH:30][C:45]([NH:44][C:42](=[O:43])[CH2:41][C:35]2[CH:36]=[CH:37][CH:38]=[CH:39][CH:40]=2)=[S:46])=[C:28]([CH3:33])[C:27]=1[CH3:34]. The catalyst class is: 234. (3) Reactant: [Cl:1][C:2]1[CH:7]=[CH:6][N:5]=[C:4]2[N:8]([C:14]3[N:19]=[CH:18][CH:17]=[CH:16][N:15]=3)[CH:9]=[C:10]([C:11]([OH:13])=O)[C:3]=12.C(N(C(C)C)CC)(C)C.[N:29]1[CH:34]=[CH:33][CH:32]=[C:31]([C:35]2([CH2:41][NH2:42])[CH2:40][CH2:39][CH2:38][CH2:37][CH2:36]2)[CH:30]=1.F[P-](F)(F)(F)(F)F.N1(O[P+](N(C)C)(N(C)C)N(C)C)C2C=CC=CC=2N=N1. Product: [Cl:1][C:2]1[CH:7]=[CH:6][N:5]=[C:4]2[N:8]([C:14]3[N:19]=[CH:18][CH:17]=[CH:16][N:15]=3)[CH:9]=[C:10]([C:11]([NH:42][CH2:41][C:35]3([C:31]4[CH:30]=[N:29][CH:34]=[CH:33][CH:32]=4)[CH2:36][CH2:37][CH2:38][CH2:39][CH2:40]3)=[O:13])[C:3]=12. The catalyst class is: 18. (4) Product: [CH3:1][C:2]1[O:6][C:5]([C:7]2[CH:8]=[CH:9][CH:10]=[CH:11][CH:12]=2)=[N:4][C:3]=1[CH2:13][O:14][C:15]1[CH:16]=[CH:17][C:18]([CH2:19][OH:20])=[CH:21][CH:22]=1. Reactant: [CH3:1][C:2]1[O:6][C:5]([C:7]2[CH:12]=[CH:11][CH:10]=[CH:9][CH:8]=2)=[N:4][C:3]=1[CH2:13][O:14][C:15]1[CH:22]=[CH:21][C:18]([CH:19]=[O:20])=[CH:17][CH:16]=1.O1CCCC1.[BH4-].[Na+].O. The catalyst class is: 5. (5) The catalyst class is: 14. Reactant: CS[C:3](SC)=[C:4]1[C:13](=[O:14])[C@:12]([CH3:20])([CH2:15][CH2:16][CH:17]([CH3:19])[CH3:18])[C:11]2[C:6](=[CH:7][C:8]([F:21])=[CH:9][CH:10]=2)[C:5]1=[O:22].NC1SC=C([NH:34][S:31]([CH3:30])(=[O:33])=[O:32])[C:30]=1[S:31]([NH2:34])(=[O:33])=[O:32].[NH2:40][C:41]1[CH:46]=[CH:45][C:44](OCC2C=CC=CC=2)=[CH:43][C:42]=1[S:55]([NH2:58])(=[O:57])=[O:56]. Product: [F:21][C:8]1[CH:7]=[C:6]2[C:11]([C@@:12]([CH3:20])([CH2:15][CH2:16][CH:17]([CH3:19])[CH3:18])[C:13](=[O:14])[C:4]([C:3]3[NH:40][C:41]4[CH:46]=[CH:45][C:44]([NH:34][S:31]([CH3:30])(=[O:33])=[O:32])=[CH:43][C:42]=4[S:55](=[O:57])(=[O:56])[N:58]=3)=[C:5]2[OH:22])=[CH:10][CH:9]=1. (6) Product: [CH3:14][C:13]([CH3:15])([CH3:16])[C@@H:11]([N:7]1[CH2:6][CH2:5][C:4]([C:17]2[CH:22]=[CH:21][C:20]([F:23])=[CH:19][CH:18]=2)([CH2:1][CH2:2][OH:24])[O:9][C:8]1=[O:10])[CH3:12]. Reactant: [CH2:1]([C:4]1([C:17]2[CH:22]=[CH:21][C:20]([F:23])=[CH:19][CH:18]=2)[O:9][C:8](=[O:10])[N:7]([C@H:11]([C:13]([CH3:16])([CH3:15])[CH3:14])[CH3:12])[CH2:6][CH2:5]1)[CH:2]=C.[O:24]=[O+][O-].[BH4-].[Na+]. The catalyst class is: 2. (7) Reactant: [OH-].[Na+].C[O:4][C:5]([C:7]1[CH:31]=[CH:30][C:10]2[C@@H:11]3[C@H:16]([CH2:17][CH2:18][C:9]=2[CH:8]=1)[N:15]([C:19]([C:21]1[CH:29]=[CH:28][C:24]2[NH:25][CH:26]=[N:27][C:23]=2[CH:22]=1)=[O:20])[CH2:14][CH2:13][CH2:12]3)=[O:6]. Product: [NH:25]1[C:24]2[CH:28]=[CH:29][C:21]([C:19]([N:15]3[C@@H:16]4[C@@H:11]([C:10]5[CH:30]=[CH:31][C:7]([C:5]([OH:6])=[O:4])=[CH:8][C:9]=5[CH2:18][CH2:17]4)[CH2:12][CH2:13][CH2:14]3)=[O:20])=[CH:22][C:23]=2[N:27]=[CH:26]1. The catalyst class is: 7.